From a dataset of Reaction yield outcomes from USPTO patents with 853,638 reactions. Predict the reaction yield, written as a fraction of the theoretical maximum amount of product (1.0 means a 100% yield; for example, 0.34 means a 34% yield). (1) The reactants are [CH3:1][O:2][C:3]1[CH:12]=[C:11]2[C:6]([C:7]([O:19][CH:20]3[CH2:37][CH:36]4[N:22]([C:23](=[O:42])[O:24][CH2:25][CH2:26][CH2:27][CH2:28][CH:29]=[CH:30][CH:31]5[C:33]([C:39]([OH:41])=O)([NH:34][C:35]4=[O:38])[CH2:32]5)[CH2:21]3)=[CH:8][C:9]([C:13]3[CH:18]=[CH:17][CH:16]=[CH:15][CH:14]=3)=[N:10]2)=[CH:5][CH:4]=1.C(N=C=NCCCN(C)C)C.Cl.[CH:55]1([S:58]([NH2:61])(=[O:60])=[O:59])[CH2:57][CH2:56]1.N12CCCN=C1CCCCC2. The catalyst is CN(C)C1C=CN=CC=1.CCOC(C)=O.C1(C)C=CC=CC=1.ClCCl.CN(C)C=O. The product is [CH3:1][O:2][C:3]1[CH:12]=[C:11]2[C:6]([C:7]([O:19][CH:20]3[CH2:37][CH:36]4[N:22]([C:23](=[O:42])[O:24][CH2:25][CH2:26][CH2:27][CH2:28][CH:29]=[CH:30][CH:31]5[C:33]([C:39]([NH:61][S:58]([CH:55]6[CH2:57][CH2:56]6)(=[O:60])=[O:59])=[O:41])([NH:34][C:35]4=[O:38])[CH2:32]5)[CH2:21]3)=[CH:8][C:9]([C:13]3[CH:14]=[CH:15][CH:16]=[CH:17][CH:18]=3)=[N:10]2)=[CH:5][CH:4]=1. The yield is 0.320. (2) The reactants are [N:1]1([C:10]2[S:14][C:13]([C:15]([OH:17])=O)=[C:12]([O:18][CH2:19][C:20]3[CH:25]=[CH:24][CH:23]=[CH:22][C:21]=3[CH3:26])[CH:11]=2)[C:5]2[CH:6]=[CH:7][CH:8]=[CH:9][C:4]=2[N:3]=[CH:2]1.ClC(N(C)C)=C(C)C.[NH2:35][C:36]1[CH:41]=[CH:40][CH:39]=[CH:38][CH:37]=1.C(N(C(C)C)CC)(C)C. The catalyst is ClCCl. The product is [N:1]1([C:10]2[S:14][C:13]([C:15]([NH:35][C:36]3[CH:41]=[CH:40][CH:39]=[CH:38][CH:37]=3)=[O:17])=[C:12]([O:18][CH2:19][C:20]3[CH:25]=[CH:24][CH:23]=[CH:22][C:21]=3[CH3:26])[CH:11]=2)[C:5]2[CH:6]=[CH:7][CH:8]=[CH:9][C:4]=2[N:3]=[CH:2]1. The yield is 0.730. (3) The reactants are P(Br)(Br)[Br:2].O[CH2:6][C:7]1[CH:22]=[C:21]([O:23][CH3:24])[C:10]([O:11][CH2:12][CH2:13][CH2:14][CH2:15][C:16]([O:18][CH2:19][CH3:20])=[O:17])=[C:9]([O:25][CH3:26])[CH:8]=1.O. The catalyst is C(Cl)Cl. The product is [CH2:19]([O:18][C:16](=[O:17])[CH2:15][CH2:14][CH2:13][CH2:12][O:11][C:10]1[C:21]([O:23][CH3:24])=[CH:22][C:7]([CH2:6][Br:2])=[CH:8][C:9]=1[O:25][CH3:26])[CH3:20]. The yield is 0.570. (4) The reactants are ON1C2C=CC=CC=2N=N1.[C:11]1([CH2:17][CH2:18][NH2:19])[CH:16]=[CH:15][CH:14]=[CH:13][CH:12]=1.CN1CCOCC1.Cl.[CH3:28][N:29]([CH3:46])[C:30]1([C:40]2[CH:45]=[CH:44][CH:43]=[CH:42][CH:41]=2)[CH2:35][CH2:34][C:33](=[CH:36][C:37]([OH:39])=O)[CH2:32][CH2:31]1.C1(N=C=NC2CCCCC2)CCCCC1.[OH-].[Na+]. The catalyst is CN(C)C=O.O. The product is [CH3:46][N:29]([CH3:28])[C:30]1([C:40]2[CH:45]=[CH:44][CH:43]=[CH:42][CH:41]=2)[CH2:31][CH2:32][C:33](=[CH:36][C:37]([NH:19][CH2:18][CH2:17][C:11]2[CH:16]=[CH:15][CH:14]=[CH:13][CH:12]=2)=[O:39])[CH2:34][CH2:35]1. The yield is 0.620.